From a dataset of Peptide-MHC class II binding affinity with 134,281 pairs from IEDB. Regression. Given a peptide amino acid sequence and an MHC pseudo amino acid sequence, predict their binding affinity value. This is MHC class II binding data. (1) The peptide sequence is SQDLELSWNLMGLQAY. The MHC is HLA-DQA10101-DQB10501 with pseudo-sequence HLA-DQA10101-DQB10501. The binding affinity (normalized) is 0.828. (2) The peptide sequence is RSPISNMVSMANNHM. The MHC is HLA-DPA10103-DPB10401 with pseudo-sequence HLA-DPA10103-DPB10401. The binding affinity (normalized) is 0. (3) The peptide sequence is LFKVRNGGEIGAVAL. The MHC is HLA-DQA10201-DQB10303 with pseudo-sequence HLA-DQA10201-DQB10303. The binding affinity (normalized) is 0.393.